Dataset: Reaction yield outcomes from USPTO patents with 853,638 reactions. Task: Predict the reaction yield, written as a fraction of the theoretical maximum amount of product (1.0 means a 100% yield; for example, 0.34 means a 34% yield). The reactants are [CH:1]1[C:6]([C:7](O)=[O:8])=[C:5]([C:10]([OH:12])=O)[CH:4]=[N:3][CH:2]=1.C(OC(=O)C)(=O)C.C([NH2:23])(=O)C. No catalyst specified. The product is [C:7]1(=[O:8])[C:6]2[CH:1]=[CH:2][N:3]=[CH:4][C:5]=2[C:10](=[O:12])[NH:23]1. The yield is 0.951.